This data is from Full USPTO retrosynthesis dataset with 1.9M reactions from patents (1976-2016). The task is: Predict the reactants needed to synthesize the given product. (1) Given the product [CH3:28][C:26]1[CH:25]=[CH:24][N:23]=[C:22]([NH:21][C:19]2[S:20][C:14]3[C:13]([CH3:29])([CH3:30])[O:12][CH:11]([CH3:31])[C:10]4[C:16](=[CH:17][NH:8][N:9]=4)[C:15]=3[N:18]=2)[N:27]=1, predict the reactants needed to synthesize it. The reactants are: COC1C=CC(C[N:8]2[CH:17]=[C:16]3[C:10]([CH:11]([CH3:31])[O:12][C:13]([CH3:30])([CH3:29])[C:14]4[S:20][C:19]([NH:21][C:22]5[N:27]=[C:26]([CH3:28])[CH:25]=[CH:24][N:23]=5)=[N:18][C:15]=43)=[N:9]2)=CC=1. (2) Given the product [CH3:10][O:11][C:12]1[CH:19]=[C:18]([O:20][CH3:21])[CH:17]=[CH:16][C:13]=1[CH2:14][N:15]1[C:5](=[O:7])[CH2:4][CH:2]([C:1]([OH:9])=[O:8])[CH2:3]1, predict the reactants needed to synthesize it. The reactants are: [C:1]([OH:9])(=[O:8])[C:2]([CH2:4][C:5]([OH:7])=O)=[CH2:3].[CH3:10][O:11][C:12]1[CH:19]=[C:18]([O:20][CH3:21])[CH:17]=[CH:16][C:13]=1[CH2:14][NH2:15]. (3) Given the product [NH2:1][C:2]([C:7]1[CH:12]=[CH:11][CH:10]=[CH:9][CH:8]=1)([CH3:6])[CH2:3][OH:4], predict the reactants needed to synthesize it. The reactants are: [NH2:1][C:2]([C:7]1[CH:12]=[CH:11][CH:10]=[CH:9][CH:8]=1)([CH3:6])[C:3](O)=[O:4].[H-].[H-].[H-].[H-].[Li+].[Al+3].